This data is from NCI-60 drug combinations with 297,098 pairs across 59 cell lines. The task is: Regression. Given two drug SMILES strings and cell line genomic features, predict the synergy score measuring deviation from expected non-interaction effect. Cell line: UO-31. Drug 2: C1CC(C1)(C(=O)O)C(=O)O.[NH2-].[NH2-].[Pt+2]. Synergy scores: CSS=21.4, Synergy_ZIP=-10.4, Synergy_Bliss=-6.20, Synergy_Loewe=-13.0, Synergy_HSA=-1.08. Drug 1: C1=CC(=C2C(=C1NCCNCCO)C(=O)C3=C(C=CC(=C3C2=O)O)O)NCCNCCO.